From a dataset of Full USPTO retrosynthesis dataset with 1.9M reactions from patents (1976-2016). Predict the reactants needed to synthesize the given product. (1) Given the product [F:15][C:4]1[CH:5]=[C:6]2[C:10](=[C:2]([C:20]3[CH:21]=[CH:22][C:17]([F:16])=[CH:18][CH:19]=3)[CH:3]=1)[N:9]([CH3:11])[C:8]([C:12]([NH2:14])=[O:13])=[CH:7]2, predict the reactants needed to synthesize it. The reactants are: Br[C:2]1[CH:3]=[C:4]([F:15])[CH:5]=[C:6]2[C:10]=1[N:9]([CH3:11])[C:8]([C:12]([NH2:14])=[O:13])=[CH:7]2.[F:16][C:17]1[CH:22]=[CH:21][C:20](B(O)O)=[CH:19][CH:18]=1. (2) Given the product [CH3:15][C:16]1([CH3:24])[O:21][C:20](=[O:22])[CH:19]=[C:18]([CH2:23][C:27]([OH:29])([OH:28])[C:26]([F:33])([F:32])[F:25])[O:17]1, predict the reactants needed to synthesize it. The reactants are: C[Si](C)(C)N[Si](C)(C)C.[Li]CCCC.[CH3:15][C:16]1([CH3:24])[O:21][C:20](=[O:22])[CH:19]=[C:18]([CH3:23])[O:17]1.[F:25][C:26]([F:33])([F:32])[C:27]([O:29]CC)=[O:28].CC(O)=O. (3) Given the product [CH3:12][N:9]1[CH2:10][CH2:11][CH:6]([CH2:4][OH:3])[CH2:7][CH2:8]1, predict the reactants needed to synthesize it. The reactants are: C([O:3][C:4]([CH:6]1[CH2:11][CH2:10][N:9]([CH3:12])[CH2:8][CH2:7]1)=O)C.[H-].[H-].[H-].[H-].[Li+].[Al+3].O. (4) Given the product [N:1]1([C:24]([O:26][C:27]([CH3:30])([CH3:29])[CH3:28])=[O:25])[CH2:6][CH2:5][NH:4][CH2:3][CH:2]1[C:17]([O:19][C:20]([CH3:22])([CH3:23])[CH3:21])=[O:18], predict the reactants needed to synthesize it. The reactants are: [N:1]1([C:24]([O:26][C:27]([CH3:30])([CH3:29])[CH3:28])=[O:25])[CH2:6][CH2:5][N:4](C(OCC2C=CC=CC=2)=O)[CH2:3][CH:2]1[C:17]([O:19][C:20]([CH3:23])([CH3:22])[CH3:21])=[O:18]. (5) Given the product [Cl:1][C:2]1[N:7]=[C:6]2[N:8]([CH3:12])[C:9]([CH3:11])=[N:10][C:5]2=[CH:4][C:3]=1[CH:13]=[N:16][OH:17], predict the reactants needed to synthesize it. The reactants are: [Cl:1][C:2]1[N:7]=[C:6]2[N:8]([CH3:12])[C:9]([CH3:11])=[N:10][C:5]2=[CH:4][C:3]=1[CH:13]=O.Cl.[NH2:16][OH:17].C(N(CC)CC)C. (6) Given the product [Cl:29][C:23]1[CH:24]=[CH:25][CH:26]=[C:27]([Cl:28])[C:22]=1[C:21]1[C:15]2[O:14][CH:13]([CH2:12][N:31]3[CH2:35][CH2:34][CH2:33][CH2:32]3)[CH2:17][C:16]=2[CH:18]=[C:19]([F:30])[CH:20]=1, predict the reactants needed to synthesize it. The reactants are: CC1C=CC(S(O[CH2:12][CH:13]2[CH2:17][C:16]3[CH:18]=[C:19]([F:30])[CH:20]=[C:21]([C:22]4[C:27]([Cl:28])=[CH:26][CH:25]=[CH:24][C:23]=4[Cl:29])[C:15]=3[O:14]2)(=O)=O)=CC=1.[NH:31]1[CH2:35][CH2:34][CH2:33][CH2:32]1. (7) Given the product [NH2:30][C:27]1[C:28]2[N:29]=[C:21]([C:12]3[N:11]([CH3:31])[C:10]([CH:5]([OH:4])[CH2:6][CH:7]([CH3:9])[CH3:8])=[N:14][C:13]=3[C:15]3[CH:16]=[CH:17][CH:18]=[CH:19][CH:20]=3)[S:22][C:23]=2[N:24]=[CH:25][N:26]=1, predict the reactants needed to synthesize it. The reactants are: CN(C)C(=O)[O:4][CH:5]([C:10]1[N:11]([CH3:31])[C:12]([C:21]2[S:22][C:23]3[N:24]=[CH:25][N:26]=[C:27]([NH2:30])[C:28]=3[N:29]=2)=[C:13]([C:15]2[CH:20]=[CH:19][CH:18]=[CH:17][CH:16]=2)[N:14]=1)[CH2:6][CH:7]([CH3:9])[CH3:8].CN(C)C(=O)OC(C1N(C)C(C2SC3N=CN=C(N)C=3N=2)=C(C2C=CC=CC=2)N=1)C1C=CC=CC=1. (8) Given the product [ClH:37].[F:36][C:2]([F:1])([F:35])[C:3]1[CH:30]=[C:29]([C:31]([F:33])([F:34])[F:32])[CH:28]=[CH:27][C:4]=1[CH2:5][N:6]1[CH2:7][CH2:8][CH:9](/[CH:12]=[C:13]2/[C:14]([NH:19][CH2:20][C:21]([NH:23][CH:24]3[CH2:25][CH2:26]3)=[O:22])=[N:15][C:16](=[O:18])[S:17]/2)[CH2:10][CH2:11]1, predict the reactants needed to synthesize it. The reactants are: [F:1][C:2]([F:36])([F:35])[C:3]1[CH:30]=[C:29]([C:31]([F:34])([F:33])[F:32])[CH:28]=[CH:27][C:4]=1[CH2:5][N:6]1[CH2:11][CH2:10][CH:9](/[CH:12]=[C:13]2/[C:14]([NH:19][CH2:20][C:21]([NH:23][CH:24]3[CH2:26][CH2:25]3)=[O:22])=[N:15][C:16](=[O:18])[S:17]/2)[CH2:8][CH2:7]1.[ClH:37].C(OCC)(=O)C.